The task is: Predict the reaction yield, written as a fraction of the theoretical maximum amount of product (1.0 means a 100% yield; for example, 0.34 means a 34% yield).. This data is from Reaction yield outcomes from USPTO patents with 853,638 reactions. (1) The reactants are CCN(C(C)C)C(C)C.[Cl:10][C:11]1[C:12]([C:30]2[CH:31]=[N:32][N:33]3[CH:38]=[CH:37][CH:36]=[CH:35][C:34]=23)=[N:13][C:14]([NH:17][C:18]2[CH:23]=[C:22]([N+:24]([O-:26])=[O:25])[C:21](F)=[CH:20][C:19]=2[O:28][CH3:29])=[N:15][CH:16]=1.Cl.Cl.[CH3:41][N:42]([CH3:47])[CH:43]1[CH2:46][NH:45][CH2:44]1.CN(C)C1CNC1. The catalyst is CC(N(C)C)=O. The product is [Cl:10][C:11]1[C:12]([C:30]2[CH:31]=[N:32][N:33]3[CH:38]=[CH:37][CH:36]=[CH:35][C:34]=23)=[N:13][C:14]([NH:17][C:18]2[CH:23]=[C:22]([N+:24]([O-:26])=[O:25])[C:21]([N:45]3[CH2:46][CH:43]([N:42]([CH3:47])[CH3:41])[CH2:44]3)=[CH:20][C:19]=2[O:28][CH3:29])=[N:15][CH:16]=1. The yield is 1.02. (2) The yield is 0.280. The catalyst is O.C(OCC)(=O)C.Cl[Pd](Cl)([P](C1C=CC=CC=1)(C1C=CC=CC=1)C1C=CC=CC=1)[P](C1C=CC=CC=1)(C1C=CC=CC=1)C1C=CC=CC=1. The reactants are Br[C:2]1[C:3]2[O:12][C:11]([CH2:13][N:14]3[CH2:19][CH2:18][N:17]([S:20]([CH3:23])(=[O:22])=[O:21])[CH2:16][CH2:15]3)=[CH:10][C:4]=2[C:5](=[O:9])[N:6]([CH3:8])[CH:7]=1.IC1C(=O)N(C)C=C(I)C=1OC.[O:36]1[CH2:41][CH2:40][CH:39]([CH2:42][O:43][C:44]2[CH:49]=[C:48](B3OC(C)(C)C(C)(C)O3)[CH:47]=[CH:46][N:45]=2)[CH2:38][CH2:37]1.C(=O)([O-])[O-].[K+].[K+]. The product is [CH3:8][N:6]1[CH:7]=[C:2]([C:48]2[CH:47]=[CH:46][N:45]=[C:44]([O:43][CH2:42][CH:39]3[CH2:40][CH2:41][O:36][CH2:37][CH2:38]3)[CH:49]=2)[C:3]2[O:12][C:11]([CH2:13][N:14]3[CH2:19][CH2:18][N:17]([S:20]([CH3:23])(=[O:22])=[O:21])[CH2:16][CH2:15]3)=[CH:10][C:4]=2[C:5]1=[O:9]. (3) The reactants are [Cl:1][C:2]1[CH:3]=[C:4]([S:35](O)(=[O:37])=[O:36])[CH:5]=[C:6]([F:34])[C:7]=1[CH2:8][S:9][C:10]1[N:11]([C:27]2[CH:32]=[CH:31][C:30]([F:33])=[CH:29][CH:28]=2)[C:12]([C:15]([C:18]2[CH:23]=[CH:22][C:21]([F:24])=[C:20]([O:25][CH3:26])[CH:19]=2)([CH3:17])[CH3:16])=[CH:13][N:14]=1.S(Cl)(Cl)=O.Cl.[Cl-].[NH2:45][CH2:46][CH2:47][C:48]1[CH:49]=[N+:50]([CH3:54])[CH:51]=[CH:52][CH:53]=1.C([O-])([O-])=O.[K+].[K+]. The catalyst is C(Cl)Cl.CC#N.CN(C=O)C. The product is [Cl-:1].[Cl:1][C:2]1[CH:3]=[C:4]([S:35]([NH:45][CH2:46][CH2:47][C:48]2[CH:49]=[N+:50]([CH3:54])[CH:51]=[CH:52][CH:53]=2)(=[O:36])=[O:37])[CH:5]=[C:6]([F:34])[C:7]=1[CH2:8][S:9][C:10]1[N:11]([C:27]2[CH:32]=[CH:31][C:30]([F:33])=[CH:29][CH:28]=2)[C:12]([C:15]([C:18]2[CH:23]=[CH:22][C:21]([F:24])=[C:20]([O:25][CH3:26])[CH:19]=2)([CH3:16])[CH3:17])=[CH:13][N:14]=1. The yield is 0.0600. (4) The catalyst is CN(C=O)C.C1C=CC(/C=C/C(/C=C/C2C=CC=CC=2)=O)=CC=1.C1C=CC(/C=C/C(/C=C/C2C=CC=CC=2)=O)=CC=1.C1C=CC(/C=C/C(/C=C/C2C=CC=CC=2)=O)=CC=1.[Pd].[Pd]. The reactants are Cl[C:2]1[N:10]=[C:9]2[C:5]([N:6]=[C:7]([CH2:12][N:13]3[CH2:18][CH2:17][CH:16]([C:19]([OH:22])([CH3:21])[CH3:20])[CH2:15][CH2:14]3)[N:8]2[CH3:11])=[C:4]([N:23]2[CH2:28][CH2:27][O:26][CH2:25][C@@H:24]2[CH3:29])[N:3]=1.[CH2:30]([C:32]1[NH:33][C:34]2[CH:40]=[CH:39][CH:38]=[CH:37][C:35]=2[N:36]=1)[CH3:31].CC(C1C=C(C(C)C)C(C2C=CC=CC=2P(C2CCCCC2)C2CCCCC2)=C(C(C)C)C=1)C.C([O-])([O-])=O.[Cs+].[Cs+]. The yield is 0.380. The product is [CH2:30]([C:32]1[N:33]([C:2]2[N:10]=[C:9]3[C:5]([N:6]=[C:7]([CH2:12][N:13]4[CH2:18][CH2:17][CH:16]([C:19]([OH:22])([CH3:21])[CH3:20])[CH2:15][CH2:14]4)[N:8]3[CH3:11])=[C:4]([N:23]3[CH2:28][CH2:27][O:26][CH2:25][C@@H:24]3[CH3:29])[N:3]=2)[C:34]2[CH:40]=[CH:39][CH:38]=[CH:37][C:35]=2[N:36]=1)[CH3:31]. (5) The catalyst is CC(O)C. The product is [Br:28][C:26]1[N:27]=[C:22]([NH:1][C:2]2[CH:3]=[CH:4][C:5]([N:8]3[CH2:13][CH2:12][N:11]([C:14]([O:16][C:17]([CH3:20])([CH3:19])[CH3:18])=[O:15])[CH2:10][CH2:9]3)=[N:6][CH:7]=2)[C:23](=[O:30])[N:24]([CH3:29])[CH:25]=1. The yield is 0.450. The reactants are [NH2:1][C:2]1[CH:3]=[CH:4][C:5]([N:8]2[CH2:13][CH2:12][N:11]([C:14]([O:16][C:17]([CH3:20])([CH3:19])[CH3:18])=[O:15])[CH2:10][CH2:9]2)=[N:6][CH:7]=1.Br[C:22]1[C:23](=[O:30])[N:24]([CH3:29])[CH:25]=[C:26]([Br:28])[N:27]=1.C(N(C(C)C)C(C)C)C. (6) The reactants are F[C:2]1[CH:11]=[C:10]2[C:5]([C:6](=[O:12])[NH:7][CH:8]=[N:9]2)=[CH:4][CH:3]=1.NC1[CH:22]=[C:21]([F:23])[CH:20]=[CH:19][C:15]=1C(O)=O.[C:24]([OH:27])(=O)[CH3:25].C(N)=[NH:29].C[O:32][CH2:33][CH2:34]O. The yield is 0.810. The product is [F:23][C:21]1[CH:22]=[C:34]([CH:15]=[CH:19][CH:20]=1)[CH2:33][O:32][C:2]1[CH:11]=[C:10]2[C:5]([C:6](=[O:12])[N:7]([CH2:25][C:24]([NH2:29])=[O:27])[CH:8]=[N:9]2)=[CH:4][CH:3]=1. The catalyst is N. (7) The product is [N:1]1[CH:11]=[CH:12][N:9]2[CH:8]=[CH:7][CH:6]=[C:3]([C:4]#[N:5])[C:2]=12. The yield is 1.00. The catalyst is CCO. The reactants are [NH2:1][C:2]1[N:9]=[CH:8][CH:7]=[CH:6][C:3]=1[C:4]#[N:5].Cl[CH2:11][CH:12]=O.